Task: Predict the reactants needed to synthesize the given product.. Dataset: Full USPTO retrosynthesis dataset with 1.9M reactions from patents (1976-2016) (1) Given the product [F:1][C:2]1[C:3]([O:45][CH3:46])=[CH:4][CH:5]=[C:6]2[C:11]=1[N:10]=[C:9]([C:12]1[S:13][CH:14]=[C:15]([CH:17]([CH3:18])[CH3:19])[N:16]=1)[CH:8]=[C:7]2[O:20][CH:21]1[CH2:38][CH:37]2[CH:23]([C:24](=[O:44])[N:25]([CH3:43])[CH2:26][CH2:27][CH2:28][CH2:29][CH:30]=[CH:31][CH:32]3[C:34]([C:40]([NH:53][S:50]([CH:47]4[CH2:49][CH2:48]4)(=[O:52])=[O:51])=[O:41])([NH:35][C:36]2=[O:39])[CH2:33]3)[CH2:22]1, predict the reactants needed to synthesize it. The reactants are: [F:1][C:2]1[C:3]([O:45][CH3:46])=[CH:4][CH:5]=[C:6]2[C:11]=1[N:10]=[C:9]([C:12]1[S:13][CH:14]=[C:15]([CH:17]([CH3:19])[CH3:18])[N:16]=1)[CH:8]=[C:7]2[O:20][CH:21]1[CH2:38][CH:37]2[CH:23]([C:24](=[O:44])[N:25]([CH3:43])[CH2:26][CH2:27][CH2:28][CH2:29][CH:30]=[CH:31][CH:32]3[C:34]([C:40](O)=[O:41])([NH:35][C:36]2=[O:39])[CH2:33]3)[CH2:22]1.[CH:47]1([S:50]([NH2:53])(=[O:52])=[O:51])[CH2:49][CH2:48]1.ClC1C(OC)=CC=C2C=1N=C(C1SC=C(C(C)C)N=1)C=C2OC1CC2C(C(=O)N(C)CCCCC=CC3C(C(NS(C4CC4)(=O)=O)=O)(NC2=O)C3)C1. (2) The reactants are: Br[C:2]1[N:6]2[CH:7]=[CH:8][N:9]=[C:10]([NH:11][CH:12]3[CH2:14][CH2:13]3)[C:5]2=[N:4][CH:3]=1.CC1(C)C(C)(C)OB([C:23]2[CH:28]=[CH:27][C:26]([NH:29][C:30](=[O:32])[CH3:31])=[CH:25][CH:24]=2)O1. Given the product [CH:12]1([NH:11][C:10]2[C:5]3[N:6]([C:2]([C:23]4[CH:28]=[CH:27][C:26]([NH:29][C:30](=[O:32])[CH3:31])=[CH:25][CH:24]=4)=[CH:3][N:4]=3)[CH:7]=[CH:8][N:9]=2)[CH2:14][CH2:13]1, predict the reactants needed to synthesize it. (3) Given the product [I:22][C:23]1[N:24]=[CH:25][N:26]([S:8]([C:5]2[CH:6]=[CH:7][C:2]([CH3:1])=[CH:3][CH:4]=2)(=[O:10])=[O:9])[CH:27]=1, predict the reactants needed to synthesize it. The reactants are: [CH3:1][C:2]1[CH:7]=[CH:6][C:5]([S:8](Cl)(=[O:10])=[O:9])=[CH:4][CH:3]=1.C(Cl)(Cl)Cl.N1C=CC=CC=1.[I:22][C:23]1[N:24]=[CH:25][NH:26][CH:27]=1. (4) Given the product [F:34][C:12]1[CH:11]=[C:10]([CH:15]=[CH:14][C:13]=1[CH2:16][NH:17][C:18]([C:20]1[C:21]([O:26][C:27]2[CH:32]=[CH:31][C:30]([F:33])=[CH:29][CH:28]=2)=[N:22][CH:23]=[CH:24][CH:25]=1)=[O:19])[O:9][CH:7]([CH3:8])[C:6]([OH:35])=[O:5], predict the reactants needed to synthesize it. The reactants are: C([O:5][C:6](=[O:35])[CH:7]([O:9][C:10]1[CH:15]=[CH:14][C:13]([CH2:16][NH:17][C:18]([C:20]2[C:21]([O:26][C:27]3[CH:32]=[CH:31][C:30]([F:33])=[CH:29][CH:28]=3)=[N:22][CH:23]=[CH:24][CH:25]=2)=[O:19])=[C:12]([F:34])[CH:11]=1)[CH3:8])(C)(C)C.C(OC(=O)C(OC1C=CC(CNC(C2C(OC3C=CC4=NON=C4C=3)=NC=CC=2)=O)=C(F)C=1)C)(C)(C)C. (5) Given the product [Cl:1][C:2]1[CH:7]=[CH:6][C:5]([C:8]2[CH:9]=[C:10]([C:20]([NH:40][N:39]([CH2:38][CH2:37][CH2:36][OH:35])[CH3:41])=[O:22])[CH:11]=[N:12][C:13]=2[O:14][CH2:15][C:16]([F:19])([F:17])[F:18])=[CH:4][CH:3]=1, predict the reactants needed to synthesize it. The reactants are: [Cl:1][C:2]1[CH:7]=[CH:6][C:5]([C:8]2[CH:9]=[C:10]([C:20]([OH:22])=O)[CH:11]=[N:12][C:13]=2[O:14][CH2:15][C:16]([F:19])([F:18])[F:17])=[CH:4][CH:3]=1.FC(F)(F)C(O)=O.C([Si](C)(C)[O:35][CH2:36][CH2:37][CH2:38][N:39]([CH3:41])[NH2:40])(C)(C)C.